From a dataset of Serine/threonine kinase 33 screen with 319,792 compounds. Binary Classification. Given a drug SMILES string, predict its activity (active/inactive) in a high-throughput screening assay against a specified biological target. (1) The result is 0 (inactive). The compound is O=C(NC(CC)C)CC(C)C. (2) The compound is O1CCN(CC1)c1c(NC(=O)c2cc(c([N+]([O-])=O)cc2)C)cccc1. The result is 0 (inactive). (3) The compound is Fc1cc2C(N(CC(=O)Nc2cc1)C(=O)c1ccc(cc1)C)c1ccc(F)cc1. The result is 0 (inactive). (4) The drug is O(c1c(CNCc2cc(OC)cc(OC)c2)cccc1OC)C. The result is 0 (inactive). (5) The drug is O1C(Cc2c(C1=O)ccc(c2)C(=O)N(CC(=O)Nc1cc(OC)ccc1)C)c1ccccc1. The result is 0 (inactive). (6) The drug is S(c1nc(C2CC2)cc(c1C#N)C(F)(F)F)C(C)C(OCC)=O. The result is 0 (inactive). (7) The molecule is Clc1ccc(S(=O)(=O)NCC(=O)NNC(=O)c2cccnc2)cc1. The result is 0 (inactive). (8) The drug is S(c1n(CC2OCCC2)c(nn1)c1occc1)CC(=O)Nc1noc(c1)C. The result is 0 (inactive).